The task is: Predict the reactants needed to synthesize the given product.. This data is from Full USPTO retrosynthesis dataset with 1.9M reactions from patents (1976-2016). (1) Given the product [C:1]([O:5][C:6]([N:8]1[CH2:13][CH2:12][CH:11]([O:14][C:15]2[CH:16]=[N:17][C:18]([NH2:21])=[CH:19][CH:20]=2)[CH2:10][CH2:9]1)=[O:7])([CH3:4])([CH3:2])[CH3:3], predict the reactants needed to synthesize it. The reactants are: [C:1]([O:5][C:6]([N:8]1[CH2:13][CH2:12][CH:11]([O:14][C:15]2[CH:16]=[N:17][C:18]([N+:21]([O-])=O)=[CH:19][CH:20]=2)[CH2:10][CH2:9]1)=[O:7])([CH3:4])([CH3:3])[CH3:2]. (2) The reactants are: [CH:1]([C:4]1[NH:5][C:6]2[C:11]([CH:12]=1)=[CH:10][CH:9]=[C:8]([C:13]([O:15][CH2:16][CH3:17])=[O:14])[CH:7]=2)([CH3:3])[CH3:2].O=P(Cl)(Cl)Cl.CN([CH:26]=[O:27])C. Given the product [CH2:16]([O:15][C:13]([C:8]1[CH:7]=[C:6]2[C:11]([C:12]([CH:26]=[O:27])=[C:4]([CH:1]([CH3:3])[CH3:2])[NH:5]2)=[CH:10][CH:9]=1)=[O:14])[CH3:17], predict the reactants needed to synthesize it. (3) Given the product [Cl:22][C:6]1[C:7]([N:14]2[CH2:19][C@H:18]([CH3:20])[O:17][C@H:16]([CH3:21])[CH2:15]2)=[C:8]([CH:13]=[C:4]([C:1](=[N:25][OH:26])[CH3:2])[C:5]=1[F:23])[C:9]([O:11][CH3:12])=[O:10], predict the reactants needed to synthesize it. The reactants are: [C:1]([C:4]1[C:5]([F:23])=[C:6]([Cl:22])[C:7]([N:14]2[CH2:19][C@H:18]([CH3:20])[O:17][C@H:16]([CH3:21])[CH2:15]2)=[C:8]([CH:13]=1)[C:9]([O:11][CH3:12])=[O:10])(=O)[CH3:2].Cl.[NH2:25][OH:26].